Dataset: Forward reaction prediction with 1.9M reactions from USPTO patents (1976-2016). Task: Predict the product of the given reaction. (1) Given the reactants [CH3:1][O:2][C:3]1[N:4]=[C:5]([CH3:11])[S:6][C:7]=1[C:8]([OH:10])=O.O1CCCC1.C(Cl)(=O)C(Cl)=O.[NH2:23][C:24]1[CH:25]=[C:26]([CH:43]=[CH:44][C:45]=1[F:46])[O:27][C:28]1[CH:29]=[CH:30][C:31]2[N:32]([CH:34]=[C:35]([NH:37][C:38]([CH:40]3[CH2:42][CH2:41]3)=[O:39])[N:36]=2)[N:33]=1, predict the reaction product. The product is: [CH:40]1([C:38]([NH:37][C:35]2[N:36]=[C:31]3[CH:30]=[CH:29][C:28]([O:27][C:26]4[CH:43]=[CH:44][C:45]([F:46])=[C:24]([NH:23][C:8]([C:7]5[S:6][C:5]([CH3:11])=[N:4][C:3]=5[O:2][CH3:1])=[O:10])[CH:25]=4)=[N:33][N:32]3[CH:34]=2)=[O:39])[CH2:41][CH2:42]1. (2) Given the reactants CO[C:3]1[CH:8]=[CH:7][C:6]([C:9]2[CH:10]=[C:11]([O:15][CH2:16][C@H:17]3[O:22][CH2:21][CH2:20][NH:19][CH2:18]3)[CH:12]=NC=2)=[CH:5][CH:4]=1.[CH2:23](N(CC)CC)C.[Cl:30][C:31]1[CH:32]=[C:33]2[C:37](=[CH:38][CH:39]=1)[N:36]([S:40]([C:43]1[CH:48]=[CH:47][CH:46]=[CH:45][CH:44]=1)(=[O:42])=[O:41])[C:35]([C:49]([O:51][CH2:52][CH3:53])=[O:50])=[C:34]2[S:54](Cl)(=[O:56])=[O:55].Cl[CH2:59][Cl:60], predict the reaction product. The product is: [Cl:30][C:31]1[CH:32]=[C:33]2[C:37](=[CH:38][CH:39]=1)[N:36]([S:40]([C:43]1[CH:48]=[CH:47][CH:46]=[CH:45][CH:44]=1)(=[O:42])=[O:41])[C:35]([C:49]([O:51][CH2:52][CH3:53])=[O:50])=[C:34]2[S:54]([N:19]1[CH2:20][CH2:21][O:22][C@H:17]([CH2:16][O:15][C:11]2[CH:10]=[CH:9][C:6]([C:5]3[CH:4]=[CH:3][CH:8]=[CH:7][C:59]=3[Cl:60])=[CH:23][CH:12]=2)[CH2:18]1)(=[O:56])=[O:55].